Dataset: Full USPTO retrosynthesis dataset with 1.9M reactions from patents (1976-2016). Task: Predict the reactants needed to synthesize the given product. (1) Given the product [NH:1]1[CH2:15][CH2:14][O:12][CH2:11][C:2]21[C:10]1[C:5](=[CH:6][CH:7]=[CH:8][CH:9]=1)[CH2:4][CH2:3]2, predict the reactants needed to synthesize it. The reactants are: [NH2:1][C:2]1([CH2:11][OH:12])[C:10]2[C:5](=[CH:6][CH:7]=[CH:8][CH:9]=2)[CH2:4][CH2:3]1.Cl[CH2:14][C:15](Cl)=O. (2) Given the product [F:1][C:2]1[CH:3]=[CH:4][C:5]([C:8]2[CH:13]=[CH:12][C:11]([C:14](=[O:21])[CH2:15][CH2:16][C:17]([OH:19])=[O:18])=[CH:10][CH:9]=2)=[CH:6][CH:7]=1, predict the reactants needed to synthesize it. The reactants are: [F:1][C:2]1[CH:7]=[CH:6][C:5]([C:8]2[CH:13]=[CH:12][C:11]([C:14](=[O:21])[CH2:15][CH2:16][C:17]([O:19]C)=[O:18])=[CH:10][CH:9]=2)=[CH:4][CH:3]=1. (3) The reactants are: [OH:1][C:2]1[C:11]([CH3:12])=[CH:10][CH:9]=[CH:8][C:3]=1[C:4]([O:6][CH3:7])=[O:5].[H-].[Na+].[CH2:15]([O:19][C:20]1[CH:25]=[CH:24][C:23]([S:26](Cl)(=[O:28])=[O:27])=[CH:22][CH:21]=1)[C:16]#[C:17][CH3:18]. Given the product [CH2:15]([O:19][C:20]1[CH:25]=[CH:24][C:23]([S:26]([O:1][C:2]2[C:11]([CH3:12])=[CH:10][CH:9]=[CH:8][C:3]=2[C:4]([O:6][CH3:7])=[O:5])(=[O:28])=[O:27])=[CH:22][CH:21]=1)[C:16]#[C:17][CH3:18], predict the reactants needed to synthesize it. (4) Given the product [NH2:1][C:2]1[N:6]([CH3:7])[C:5](=[O:8])[C:4]([C:21]2[CH:26]=[CH:25][C:24]([F:27])=[C:23]([C:35]3[C:30]([F:29])=[N:31][CH:32]=[CH:33][CH:34]=3)[CH:22]=2)([C:9]2[CH:14]=[CH:13][C:12]([S:15]([F:20])([F:19])([F:18])([F:17])[F:16])=[CH:11][CH:10]=2)[N:3]=1, predict the reactants needed to synthesize it. The reactants are: [NH2:1][C:2]1[N:6]([CH3:7])[C:5](=[O:8])[C:4]([C:21]2[CH:26]=[CH:25][C:24]([F:27])=[C:23](Br)[CH:22]=2)([C:9]2[CH:14]=[CH:13][C:12]([S:15]([F:20])([F:19])([F:18])([F:17])[F:16])=[CH:11][CH:10]=2)[N:3]=1.[F:29][C:30]1[C:35](B(O)O)=[CH:34][CH:33]=[CH:32][N:31]=1. (5) Given the product [Cl:19][C:14]1[C:15]([O:17][CH3:18])=[CH:16][C:8]2[CH2:7][CH2:6][NH:5][CH2:11][CH:10]([CH3:12])[C:9]=2[CH:13]=1, predict the reactants needed to synthesize it. The reactants are: FC(F)(F)C([N:5]1[CH2:11][CH:10]([CH3:12])[C:9]2[CH:13]=[C:14]([Cl:19])[C:15]([O:17][CH3:18])=[CH:16][C:8]=2[CH2:7][CH2:6]1)=O.[OH-].[Na+]. (6) The reactants are: [CH3:1][S:2](Cl)(=O)=O.CC[N:8](CC)CC.C(Cl)Cl.O[C@H]1CN([C:22]([C:24]2[CH:29]=[CH:28][CH:27]=[CH:26][CH:25]=2)=O)[C@@H]2CCN[C@H]12.[CH3:33][CH:34](O)[CH3:35]. Given the product [CH3:33][CH:34]([CH3:35])[CH2:22][CH:24]([NH2:8])[CH2:25][CH2:26][C:27]1[S:2][CH:1]=[CH:29][CH:28]=1, predict the reactants needed to synthesize it. (7) Given the product [Cl:1][C:2]1[CH:11]=[C:6]([C:7]2[CH:13]=[C:12]([C:14]3[CH:19]=[CH:18][C:17]([F:20])=[C:16]([F:21])[CH:15]=3)[O:9][N:8]=2)[CH:5]=[N:4][CH:3]=1, predict the reactants needed to synthesize it. The reactants are: [Cl:1][C:2]1[CH:3]=[N:4][CH:5]=[C:6]([CH:11]=1)[C:7](Cl)=[N:8][OH:9].[C:12]([C:14]1[CH:19]=[CH:18][C:17]([F:20])=[C:16]([F:21])[CH:15]=1)#[CH:13].N. (8) Given the product [N:26]1[CH:27]=[CH:28][CH:29]=[N:30][C:25]=1[N:8]1[CH2:7][CH2:6][N:5]2[CH2:9][C@H:10]([CH2:13][N:14]3[C:22]4[C:17](=[CH:18][CH:19]=[CH:20][CH:21]=4)[CH2:16][C:15]3=[O:23])[CH2:11][CH2:12][C@H:4]2[CH2:3]1, predict the reactants needed to synthesize it. The reactants are: Cl.Cl.[CH2:3]1[NH:8][CH2:7][CH2:6][N:5]2[CH2:9][C@H:10]([CH2:13][N:14]3[C:22]4[C:17](=[CH:18][CH:19]=[CH:20][CH:21]=4)[CH2:16][C:15]3=[O:23])[CH2:11][CH2:12][C@@H:4]12.Cl[C:25]1[N:30]=[CH:29][CH:28]=[CH:27][N:26]=1.C(=O)([O-])[O-].[Na+].[Na+]. (9) The reactants are: Br.[CH2:2]([O:4][C:5]([C:7]1[C:19]2[CH2:18][CH2:17][C:16]3[CH:15]=[N:14][CH:13]=[CH:12][C:11]=3[C:10]=2[NH:9][C:8]=1Br)=[O:6])[CH3:3].[C:21]1([CH3:30])[CH:26]=[CH:25][CH:24]=[CH:23][C:22]=1B(O)O.[Li+].[Cl-]. Given the product [CH2:2]([O:4][C:5]([C:7]1[C:19]2[CH2:18][CH2:17][C:16]3[CH:15]=[N:14][CH:13]=[CH:12][C:11]=3[C:10]=2[NH:9][C:8]=1[C:22]1[CH:23]=[CH:24][CH:25]=[CH:26][C:21]=1[CH3:30])=[O:6])[CH3:3], predict the reactants needed to synthesize it. (10) Given the product [CH3:3][C:4]1[C:9]([NH2:10])=[CH:8][CH:7]=[C:6]([N:13]2[CH:17]=[N:16][CH:15]=[N:14]2)[N:5]=1, predict the reactants needed to synthesize it. The reactants are: [Cl-].[NH4+].[CH3:3][C:4]1[C:9]([N+:10]([O-])=O)=[CH:8][CH:7]=[C:6]([N:13]2[CH:17]=[N:16][CH:15]=[N:14]2)[N:5]=1.